From a dataset of Forward reaction prediction with 1.9M reactions from USPTO patents (1976-2016). Predict the product of the given reaction. (1) Given the reactants Cl[C:2]1[C:11]2[C:6](=[CH:7][C:8]([C:12]3[CH:13]=[C:14]([CH:21]=[CH:22][C:23]=3[CH3:24])[C:15]([NH:17][CH:18]3[CH2:20][CH2:19]3)=[O:16])=[CH:9][CH:10]=2)[CH:5]=[N:4][N:3]=1.[CH3:25][C:26]1[CH:31]=[C:30]([CH3:32])[CH:29]=[C:28]([CH3:33])[C:27]=1B(O)O.C(=O)([O-])[O-].[K+].[K+], predict the reaction product. The product is: [CH:18]1([NH:17][C:15](=[O:16])[C:14]2[CH:21]=[CH:22][C:23]([CH3:24])=[C:12]([C:8]3[CH:7]=[C:6]4[C:11](=[CH:10][CH:9]=3)[C:2]([C:27]3[C:28]([CH3:33])=[CH:29][C:30]([CH3:32])=[CH:31][C:26]=3[CH3:25])=[N:3][N:4]=[CH:5]4)[CH:13]=2)[CH2:20][CH2:19]1. (2) Given the reactants [Cl:1][C:2]1[CH:3]=[C:4]([NH:18][C:19]2[C:28]3[C:23](=[CH:24][C:25](F)=[C:26]([O:29][CH3:30])[CH:27]=3)[N:22]=[CH:21][C:20]=2[C:32]#[N:33])[CH:5]=[CH:6][C:7]=1[S:8][C:9]1[N:10]([CH2:16][CH3:17])[C:11]([CH3:15])=[C:12]([CH3:14])[N:13]=1.[NH2:34][CH2:35][CH2:36][CH2:37][N:38]1[CH2:43][CH2:42][N:41]([CH3:44])[CH2:40][CH2:39]1, predict the reaction product. The product is: [Cl:1][C:2]1[CH:3]=[C:4]([NH:18][C:19]2[C:28]3[C:23](=[CH:24][C:25]([NH:34][CH2:35][CH2:36][CH2:37][N:38]4[CH2:39][CH2:40][N:41]([CH3:44])[CH2:42][CH2:43]4)=[C:26]([O:29][CH3:30])[CH:27]=3)[N:22]=[CH:21][C:20]=2[C:32]#[N:33])[CH:5]=[CH:6][C:7]=1[S:8][C:9]1[N:10]([CH2:16][CH3:17])[C:11]([CH3:15])=[C:12]([CH3:14])[N:13]=1. (3) Given the reactants [CH3:1][O:2][C:3]1[C:8]([CH:9]=O)=[CH:7][N:6]=[CH:5][CH:4]=1.[N:11]([CH2:14][C:15]([O:17][CH3:18])=[O:16])=[N+:12]=[N-:13].C[O-].[Na+], predict the reaction product. The product is: [N:11](/[C:14](=[CH:9]\[C:8]1[CH:7]=[N:6][CH:5]=[CH:4][C:3]=1[O:2][CH3:1])/[C:15]([O:17][CH3:18])=[O:16])=[N+:12]=[N-:13]. (4) Given the reactants [CH:1]1[C:6]2[CH:7]=[N:8][C:9]3[CH:15]=[CH:14][CH:13]=[CH:12][C:10]=3[O:11][C:5]=2[CH:4]=[CH:3][CH:2]=1.[CH3:16]/[C:17](/[C:20]([CH3:22])=O)=[N:18]\O, predict the reaction product. The product is: [CH3:16][C:17]1[N:18]=[C:7]2[C:6]3[CH:1]=[CH:2][CH:3]=[CH:4][C:5]=3[O:11][C:10]3[CH:12]=[CH:13][CH:14]=[CH:15][C:9]=3[N:8]2[C:20]=1[CH3:22].